Dataset: Full USPTO retrosynthesis dataset with 1.9M reactions from patents (1976-2016). Task: Predict the reactants needed to synthesize the given product. (1) The reactants are: Br[C:2]1[CH:3]=[C:4]([CH3:13])[C:5]2[O:10][CH2:9][C:8](=[O:11])[NH:7][C:6]=2[CH:12]=1.[B:14]1([B:14]2[O:18][C:17]([CH3:20])([CH3:19])[C:16]([CH3:22])([CH3:21])[O:15]2)[O:18][C:17]([CH3:20])([CH3:19])[C:16]([CH3:22])([CH3:21])[O:15]1.C([O-])(=O)C.[K+].O1CCOCC1. Given the product [CH3:13][C:4]1[C:5]2[O:10][CH2:9][C:8](=[O:11])[NH:7][C:6]=2[CH:12]=[C:2]([B:14]2[O:18][C:17]([CH3:20])([CH3:19])[C:16]([CH3:22])([CH3:21])[O:15]2)[CH:3]=1, predict the reactants needed to synthesize it. (2) The reactants are: [C:1]1([C:7]2[N:8]=[C:9]([C:12]3([CH2:15][NH2:16])[CH2:14][CH2:13]3)[S:10][CH:11]=2)[CH:6]=[CH:5][CH:4]=[CH:3][CH:2]=1.[F:17][C:18]([F:34])([F:33])[C:19]1[O:23][N:22]=[C:21]([C:24]2[CH:25]=[C:26]([CH:30]=[CH:31][CH:32]=2)[C:27](O)=[O:28])[N:20]=1. Given the product [C:1]1([C:7]2[N:8]=[C:9]([C:12]3([CH2:15][NH:16][C:27](=[O:28])[C:26]4[CH:30]=[CH:31][CH:32]=[C:24]([C:21]5[N:20]=[C:19]([C:18]([F:34])([F:33])[F:17])[O:23][N:22]=5)[CH:25]=4)[CH2:13][CH2:14]3)[S:10][CH:11]=2)[CH:2]=[CH:3][CH:4]=[CH:5][CH:6]=1, predict the reactants needed to synthesize it. (3) Given the product [CH2:1]([O:8][C:9]1[C:10]([F:22])=[CH:11][C:12]([CH2:16][CH:17]([CH3:21])[C:18]([OH:20])=[O:19])=[CH:13][C:14]=1[F:15])[C:2]1[CH:3]=[CH:4][CH:5]=[CH:6][CH:7]=1, predict the reactants needed to synthesize it. The reactants are: [CH2:1]([O:8][C:9]1[C:14]([F:15])=[CH:13][C:12]([CH2:16][CH:17]([CH3:21])[C:18]([O-:20])=[O:19])=[CH:11][C:10]=1[F:22])[C:2]1[CH:7]=[CH:6][CH:5]=[CH:4][CH:3]=1.CO.[OH-].[Li+]. (4) The reactants are: [F:1][C:2]([F:7])([F:6])[C:3]([OH:5])=[O:4].[NH2:8][CH2:9][C:10]1[C:11]([C:15]2[N:19]([C:20]3[CH:25]=[CH:24][C:23]([F:26])=[C:22]([Cl:27])[CH:21]=3)C(=O)[O:17][N:16]=2)=[N:12][O:13][N:14]=1.[S:29](N)([NH2:32])(=[O:31])=[O:30].[OH-].[Na+]. Given the product [F:1][C:2]([F:7])([F:6])[C:3]([OH:5])=[O:4].[NH2:32][S:29]([NH:8][CH2:9][C:10]1[C:11]([C:15](=[N:16][OH:17])[NH:19][C:20]2[CH:25]=[CH:24][C:23]([F:26])=[C:22]([Cl:27])[CH:21]=2)=[N:12][O:13][N:14]=1)(=[O:31])=[O:30], predict the reactants needed to synthesize it. (5) Given the product [CH3:1][C:2]1[CH:7]=[C:6]([S:8]([CH:10]([C:15]2[CH:20]=[CH:19][CH:18]=[C:17]([C:21]3[CH:26]=[CH:25][C:24]([C:27]([F:30])([F:29])[F:28])=[CH:23][CH:22]=3)[N:16]=2)[CH2:11][CH2:12][CH2:13][CH3:14])=[O:9])[CH:5]=[CH:4][C:3]=1[O:31][CH2:32][C:33]([OH:35])=[O:34], predict the reactants needed to synthesize it. The reactants are: [CH3:1][C:2]1[CH:7]=[C:6]([S:8]([CH:10]([C:15]2[CH:20]=[CH:19][CH:18]=[C:17]([C:21]3[CH:26]=[CH:25][C:24]([C:27]([F:30])([F:29])[F:28])=[CH:23][CH:22]=3)[N:16]=2)[CH2:11][CH2:12][CH2:13][CH3:14])=[O:9])[CH:5]=[CH:4][C:3]=1[O:31][CH2:32][C:33]([O:35]CC)=[O:34].[OH-].[Na+].Cl. (6) The reactants are: [C:1]([O:5][C:6]([N:8]1[CH2:13][CH2:12][N:11]2[C:14]([S:18][CH3:19])=[N:15][C:16](I)=[C:10]2[CH:9]1[CH2:20][CH2:21][C:22]1[CH:27]=[CH:26][C:25]([C:28]([F:31])([F:30])[F:29])=[CH:24][CH:23]=1)=[O:7])([CH3:4])([CH3:3])[CH3:2].[CH3:32][CH2:33]OC(C)=O.CCCCCCC. Given the product [C:1]([O:5][C:6]([N:8]1[CH2:13][CH2:12][N:11]2[C:14]([S:18][CH3:19])=[N:15][C:16]([CH:32]=[CH2:33])=[C:10]2[CH:9]1[CH2:20][CH2:21][C:22]1[CH:27]=[CH:26][C:25]([C:28]([F:31])([F:30])[F:29])=[CH:24][CH:23]=1)=[O:7])([CH3:4])([CH3:3])[CH3:2], predict the reactants needed to synthesize it.